Dataset: NCI-60 drug combinations with 297,098 pairs across 59 cell lines. Task: Regression. Given two drug SMILES strings and cell line genomic features, predict the synergy score measuring deviation from expected non-interaction effect. Drug 1: CC12CCC3C(C1CCC2O)C(CC4=C3C=CC(=C4)O)CCCCCCCCCS(=O)CCCC(C(F)(F)F)(F)F. Drug 2: C(CCl)NC(=O)N(CCCl)N=O. Cell line: SNB-19. Synergy scores: CSS=3.12, Synergy_ZIP=-4.36, Synergy_Bliss=-2.15, Synergy_Loewe=-6.31, Synergy_HSA=-3.26.